Dataset: NCI-60 drug combinations with 297,098 pairs across 59 cell lines. Task: Regression. Given two drug SMILES strings and cell line genomic features, predict the synergy score measuring deviation from expected non-interaction effect. Drug 1: CC1=C(C=C(C=C1)NC(=O)C2=CC=C(C=C2)CN3CCN(CC3)C)NC4=NC=CC(=N4)C5=CN=CC=C5. Drug 2: CC1CCC2CC(C(=CC=CC=CC(CC(C(=O)C(C(C(=CC(C(=O)CC(OC(=O)C3CCCCN3C(=O)C(=O)C1(O2)O)C(C)CC4CCC(C(C4)OC)O)C)C)O)OC)C)C)C)OC. Cell line: OVCAR-8. Synergy scores: CSS=14.6, Synergy_ZIP=-1.61, Synergy_Bliss=5.13, Synergy_Loewe=-6.71, Synergy_HSA=2.39.